This data is from Reaction yield outcomes from USPTO patents with 853,638 reactions. The task is: Predict the reaction yield, written as a fraction of the theoretical maximum amount of product (1.0 means a 100% yield; for example, 0.34 means a 34% yield). (1) The reactants are [Cl:1][C:2](=[CH2:10])[C:3]([CH3:9])([CH3:8])[C:4]([O:6]C)=[O:5].[OH-].[Na+]. The catalyst is O. The product is [Cl:1][C:2](=[CH2:10])[C:3]([CH3:9])([CH3:8])[C:4]([OH:6])=[O:5]. The yield is 0.700. (2) The reactants are [CH3:1][C:2]1[O:6][N:5]=[C:4]([C:7]2[CH:12]=[CH:11][CH:10]=[CH:9][CH:8]=2)[C:3]=1[CH2:13][OH:14].[CH3:15][O:16][C:17](=[O:25])[C:18]1[CH:23]=[CH:22][N:21]=[C:20](O)[CH:19]=1.C1(P(C2C=CC=CC=2)C2C=CC=CC=2)C=CC=CC=1.N(C(OCC)=O)=NC(OCC)=O. The catalyst is C1COCC1. The product is [CH3:15][O:16][C:17](=[O:25])[C:18]1[CH:23]=[CH:22][N:21]=[C:20]([O:14][CH2:13][C:3]2[C:4]([C:7]3[CH:12]=[CH:11][CH:10]=[CH:9][CH:8]=3)=[N:5][O:6][C:2]=2[CH3:1])[CH:19]=1. The yield is 0.380. (3) The reactants are [CH3:1][C:2]1[C:7]([NH2:8])=[CH:6][CH:5]=[C:4]([N:9]2[CH2:13][CH2:12][C@H:11]([N:14]3[CH2:18][CH2:17][CH2:16][C@@H:15]3[CH3:19])[CH2:10]2)[N:3]=1.[F:20][C:21]1[CH:22]=[C:23]([S:28](Cl)(=[O:30])=[O:29])[CH:24]=[CH:25][C:26]=1[F:27]. The catalyst is ClCCl.N1C=CC=CC=1. The product is [F:20][C:21]1[CH:22]=[C:23]([S:28]([NH:8][C:7]2[C:2]([CH3:1])=[N:3][C:4]([N:9]3[CH2:13][CH2:12][C@H:11]([N:14]4[CH2:18][CH2:17][CH2:16][C@@H:15]4[CH3:19])[CH2:10]3)=[CH:5][CH:6]=2)(=[O:29])=[O:30])[CH:24]=[CH:25][C:26]=1[F:27]. The yield is 0.360. (4) The reactants are [F:1][C:2]1([F:20])[CH2:8][O:7][C:6]2[CH:9]=[CH:10][C:11](I)=[CH:12][C:5]=2[N:4]2[N:14]=[C:15]([C:17]([NH2:19])=[O:18])[CH:16]=[C:3]12.N1CCCCC1.[CH3:27][C:28]1[O:32][N:31]=[C:30]([C@:33]([OH:37])([C:35]#[CH:36])[CH3:34])[CH:29]=1. The catalyst is C1C=CC([P]([Pd]([P](C2C=CC=CC=2)(C2C=CC=CC=2)C2C=CC=CC=2)([P](C2C=CC=CC=2)(C2C=CC=CC=2)C2C=CC=CC=2)[P](C2C=CC=CC=2)(C2C=CC=CC=2)C2C=CC=CC=2)(C2C=CC=CC=2)C2C=CC=CC=2)=CC=1.[Cu]I. The product is [F:1][C:2]1([F:20])[CH2:8][O:7][C:6]2[CH:9]=[CH:10][C:11]([C:36]#[C:35][C@@:33]([OH:37])([C:30]3[CH:29]=[C:28]([CH3:27])[O:32][N:31]=3)[CH3:34])=[CH:12][C:5]=2[N:4]2[N:14]=[C:15]([C:17]([NH2:19])=[O:18])[CH:16]=[C:3]12. The yield is 0.490. (5) The reactants are [Cl:1][C:2]1[CH:25]=[C:24]([C:26]([F:29])([F:28])[F:27])[CH:23]=[CH:22][C:3]=1[CH2:4][N:5]1[C:9](/[CH:10]=[CH:11]/[C:12]([O:14]CC)=[O:13])=[CH:8][C:7]([O:17][CH2:18][CH:19]2[CH2:21][CH2:20]2)=[N:6]1.[OH-].[Na+].O1CCCC1. The catalyst is C(O)C. The product is [Cl:1][C:2]1[CH:25]=[C:24]([C:26]([F:29])([F:27])[F:28])[CH:23]=[CH:22][C:3]=1[CH2:4][N:5]1[C:9](/[CH:10]=[CH:11]/[C:12]([OH:14])=[O:13])=[CH:8][C:7]([O:17][CH2:18][CH:19]2[CH2:21][CH2:20]2)=[N:6]1. The yield is 0.800. (6) The reactants are Br[C:2]1[C:10]([O:11][CH3:12])=[C:9]([C:13]([CH3:16])([CH3:15])[CH3:14])[CH:8]=[C:7]2[C:3]=1[CH2:4][CH:5]([CH3:18])[C:6]2=[O:17].C([O-])([O-])=O.[Na+].[Na+].[C:25]1(B(O)O)[CH:30]=[CH:29][CH:28]=[CH:27][CH:26]=1.O. The catalyst is CC([O-])=O.CC([O-])=O.[Pd+2].C1C=CC(P(C2C=CC=CC=2)C2C=CC=CC=2)=CC=1.COCCOC. The product is [C:13]([C:9]1[CH:8]=[C:7]2[C:3]([CH2:4][CH:5]([CH3:18])[C:6]2=[O:17])=[C:2]([C:25]2[CH:30]=[CH:29][CH:28]=[CH:27][CH:26]=2)[C:10]=1[O:11][CH3:12])([CH3:16])([CH3:15])[CH3:14]. The yield is 0.980. (7) The catalyst is C(O)C. The reactants are [CH:1]([C:3]1[CH2:19][N:6]2[CH:7]=[CH:8][C:9]3[C:10]([CH:11]=[C:12]([C:14]([O:16][CH2:17][CH3:18])=[O:15])[N:13]=3)=[C:5]2[N:4]=1)=[O:2].[BH4-].[Na+]. The product is [OH:2][CH2:1][C:3]1[CH2:19][N:6]2[CH:7]=[CH:8][C:9]3[C:10]([CH:11]=[C:12]([C:14]([O:16][CH2:17][CH3:18])=[O:15])[N:13]=3)=[C:5]2[N:4]=1. The yield is 0.570. (8) The reactants are Cl.Cl.CN(C=[N:7][N:8]=[CH:9][N:10]([CH3:12])[CH3:11])C.[Br:13][C:14]1[CH:15]=C([CH:18]=[CH:19][CH:20]=1)N.O. The catalyst is C1(C)C=CC=CC=1. The product is [Br:13][C:14]1[CH:15]=[C:11]([N:10]2[CH:9]=[N:8][N:7]=[CH:12]2)[CH:18]=[CH:19][CH:20]=1. The yield is 0.510. (9) The catalyst is C(Cl)(Cl)Cl. The reactants are [NH2:1][CH2:2][C@H:3]1[C@@H:8]([OH:9])[CH2:7][CH2:6][N:5]([CH2:10][C:11]2[CH:16]=[CH:15][CH:14]=[CH:13][CH:12]=2)[CH2:4]1.C(=O)(O)[O-].[Na+].[C:22](O[C:22]([O:24][C:25]([CH3:28])([CH3:27])[CH3:26])=[O:23])([O:24][C:25]([CH3:28])([CH3:27])[CH3:26])=[O:23].O. The product is [OH:9][C@H:8]1[CH2:7][CH2:6][N:5]([CH2:10][C:11]2[CH:16]=[CH:15][CH:14]=[CH:13][CH:12]=2)[CH2:4][C@H:3]1[CH2:2][NH:1][C:22](=[O:23])[O:24][C:25]([CH3:28])([CH3:27])[CH3:26]. The yield is 0.750.